Predict the product of the given reaction. From a dataset of Forward reaction prediction with 1.9M reactions from USPTO patents (1976-2016). (1) Given the reactants CCCC[N+](CCCC)(CCCC)CCCC.[F-].[C:19]([Si](C)(C)C)#[C:20][CH2:21][CH3:22].I[C:28]1[CH:29]=[C:30]2[C:34](=[CH:35][CH:36]=1)[N:33]([C:37](=[O:39])[CH3:38])[CH:32]=[CH:31]2, predict the reaction product. The product is: [C:19]([C:28]1[CH:29]=[C:30]2[C:34](=[CH:35][CH:36]=1)[N:33]([C:37](=[O:39])[CH3:38])[CH:32]=[CH:31]2)#[C:20][CH2:21][CH3:22]. (2) Given the reactants [F:1][C:2]1[CH:7]=[CH:6][C:5]([O:8][NH:9][C:10]2[N:15]=[C:14]([NH:16][CH2:17][CH2:18][CH3:19])[N:13]=[C:12]([NH:20][CH2:21][C:22]#[CH:23])[N:11]=2)=[CH:4][CH:3]=1.[ClH:24].C(OCC)C, predict the reaction product. The product is: [ClH:24].[F:1][C:2]1[CH:3]=[CH:4][C:5]([O:8][NH:9][C:10]2[N:11]=[C:12]([NH:20][CH2:21][CH2:22][CH3:23])[N:13]=[C:14]([NH:16][CH2:17][C:18]#[CH:19])[N:15]=2)=[CH:6][CH:7]=1.